From a dataset of Full USPTO retrosynthesis dataset with 1.9M reactions from patents (1976-2016). Predict the reactants needed to synthesize the given product. (1) Given the product [Cl:1][C:2]1[CH:22]=[CH:21][CH:20]=[C:19]([C:23]([F:24])([F:26])[F:25])[C:3]=1[C:4]([N:6]1[C:14]2[C:9](=[CH:10][CH:11]=[C:12]([C:15]([OH:17])=[O:16])[CH:13]=2)[C:8]([I:18])=[N:7]1)=[O:5], predict the reactants needed to synthesize it. The reactants are: [Cl:1][C:2]1[CH:22]=[CH:21][CH:20]=[C:19]([C:23]([F:26])([F:25])[F:24])[C:3]=1[C:4]([N:6]1[C:14]2[C:9](=[CH:10][CH:11]=[C:12]([C:15]([O-:17])=[O:16])[CH:13]=2)[C:8]([I:18])=[N:7]1)=[O:5].[Li+].[OH-]. (2) Given the product [OH:1][CH:12]([C:11]1[CH:19]=[CH:20][CH:15]=[CH:16][CH:17]=1)[C:13]([NH:14][C:15]1[CH:20]=[C:19]([CH:18]=[CH:17][C:16]=1[O:30][CH3:31])[C:21]([NH:22][C:23]1[CH:24]=[CH:25][CH:26]=[CH:27][CH:28]=1)=[O:29])=[O:32], predict the reactants needed to synthesize it. The reactants are: [OH-:1].[Na+].C1(CO[C:11](=O)[CH2:12][C:13](=[O:32])[NH:14][C:15]2[CH:20]=[C:19]([C:21](=[O:29])[NH:22][C:23]3[CH:28]=[CH:27][CH:26]=[CH:25][CH:24]=3)[CH:18]=[CH:17][C:16]=2[O:30][CH3:31])C=CC=CC=1. (3) Given the product [NH4+:18].[OH-:8].[Cl:1][C:2]1[CH:3]=[C:4](/[CH:5]=[CH:6]/[C:7]([N:21]2[CH:15]([CH3:14])[CH2:16][C:17](=[O:22])[NH:18][CH2:19][CH2:20]2)=[O:9])[CH:10]=[CH:11][C:12]=1[Cl:13], predict the reactants needed to synthesize it. The reactants are: [Cl:1][C:2]1[CH:3]=[C:4]([CH:10]=[CH:11][C:12]=1[Cl:13])[CH:5]=[CH:6][C:7]([OH:9])=[O:8].[CH3:14][CH:15]1[NH:21][CH2:20][CH2:19][NH:18][C:17](=[O:22])[CH2:16]1.CN1CCOCC1.